From a dataset of Full USPTO retrosynthesis dataset with 1.9M reactions from patents (1976-2016). Predict the reactants needed to synthesize the given product. Given the product [F:19][C:20]1[CH:25]=[CH:24][CH:23]=[CH:22][C:21]=1[CH2:26][C:27]([NH:1][N:2]1[N:11]=[C:10]([N:12]2[CH2:17][CH2:16][O:15][CH2:14][CH2:13]2)[C:9]2[C:4](=[CH:5][CH:6]=[CH:7][CH:8]=2)[C:3]1=[O:18])=[O:28], predict the reactants needed to synthesize it. The reactants are: [NH2:1][N:2]1[N:11]=[C:10]([N:12]2[CH2:17][CH2:16][O:15][CH2:14][CH2:13]2)[C:9]2[C:4](=[CH:5][CH:6]=[CH:7][CH:8]=2)[C:3]1=[O:18].[F:19][C:20]1[CH:25]=[CH:24][CH:23]=[CH:22][C:21]=1[CH2:26][C:27](O)=[O:28].